This data is from Reaction yield outcomes from USPTO patents with 853,638 reactions. The task is: Predict the reaction yield, written as a fraction of the theoretical maximum amount of product (1.0 means a 100% yield; for example, 0.34 means a 34% yield). (1) The reactants are [CH2:1]([OH:3])[CH3:2].[OH-].[K+].Cl[C:7]1[C:12]([C:13]([F:16])([F:15])[F:14])=[CH:11][C:10]([N+:17]([O-:19])=[O:18])=[CH:9][C:8]=1[C:20]([F:23])([F:22])[F:21]. The catalyst is CS(C)=O. The product is [CH2:1]([O:3][C:7]1[C:8]([C:20]([F:21])([F:22])[F:23])=[CH:9][C:10]([N+:17]([O-:19])=[O:18])=[CH:11][C:12]=1[C:13]([F:14])([F:15])[F:16])[CH3:2]. The yield is 0.930. (2) The reactants are Br[C:2]1[C:10]2[C:5](=[CH:6][CH:7]=[C:8]([C:11]#[N:12])[CH:9]=2)[N:4]([CH:13]2[CH2:18][CH2:17][CH2:16][CH2:15][O:14]2)[N:3]=1.[CH3:19][O:20][C:21]1[CH:30]=[C:29]2[C:24]([CH:25]=[CH:26][C:27](B(O)O)=[CH:28]2)=[CH:23][CH:22]=1.P([O-])([O-])([O-])=O.[K+].[K+].[K+]. The catalyst is C(COC)OC.C1C=CC(P(C2C=CC=CC=2)[C-]2C=CC=C2)=CC=1.C1C=CC(P(C2C=CC=CC=2)[C-]2C=CC=C2)=CC=1.Cl[Pd]Cl.[Fe+2]. The product is [CH3:19][O:20][C:21]1[CH:30]=[C:29]2[C:24]([CH:25]=[CH:26][C:27]([C:2]3[C:10]4[C:5](=[CH:6][CH:7]=[C:8]([C:11]#[N:12])[CH:9]=4)[N:4]([CH:13]4[CH2:18][CH2:17][CH2:16][CH2:15][O:14]4)[N:3]=3)=[CH:28]2)=[CH:23][CH:22]=1. The yield is 0.700. (3) The reactants are [CH2:1]([N:3]1[C:7]([N:8]2[CH2:12][CH2:11][CH2:10][CH2:9]2)=[N:6][C:5]([C:13]#[C:14][Si](C)(C)C)=[N:4]1)[CH3:2]. The catalyst is CO.[OH-].[Na+].C(OCC)(=O)C. The product is [CH2:1]([N:3]1[C:7]([N:8]2[CH2:12][CH2:11][CH2:10][CH2:9]2)=[N:6][C:5]([C:13]#[CH:14])=[N:4]1)[CH3:2]. The yield is 0.893. (4) The reactants are [CH:1]1[CH:2]=[CH:3][C:4]2[C:10](=[O:11])[N:9]([CH:12]3[C:18](=[O:19])[NH:17][C:15](=O)[CH2:14][CH2:13]3)[C:7](=[O:8])[C:5]=2[CH:6]=1.COC1C=CC(P2(SP(C3C=CC(OC)=CC=3)(=S)S2)=[S:29])=CC=1. The catalyst is C1(C)C=CC=CC=1. The product is [O:19]=[C:18]1[CH:12]([N:9]2[C:10](=[O:11])[C:4]3[C:5](=[CH:6][CH:1]=[CH:2][CH:3]=3)[C:7]2=[O:8])[CH2:13][CH2:14][C:15](=[S:29])[NH:17]1. The yield is 0.730. (5) The reactants are C(=O)([O-])O.[Na+].[N+:6]([C:9]1[CH:10]=[N:11][N:12]([CH2:14][C:15]([OH:17])=[O:16])[CH:13]=1)([O-:8])=[O:7].F[P-](F)(F)(F)(F)F.N1(OC(N(C)C)=[N+](C)C)C2N=CC=CC=2N=N1.O[C:43]1[CH:44]=[N:45][C:46]2[C:51]([C:52]=1[CH:53]=O)=[CH:50][C:49]([O:55][CH3:56])=[CH:48][CH:47]=2.N12CCCN=C1CCCCC2. The catalyst is CN(C)C=O.O. The product is [CH3:56][O:55][C:49]1[CH:50]=[C:51]2[C:46](=[CH:47][CH:48]=1)[N:45]=[CH:44][C:43]1[O:16][C:15](=[O:17])[C:14]([N:12]3[CH:13]=[C:9]([N+:6]([O-:8])=[O:7])[CH:10]=[N:11]3)=[CH:53][C:52]2=1. The yield is 0.570. (6) The reactants are [CH3:1][C@H:2]1[C@@H:6]([C:7]2[N:11]3[C:12]4[CH:18]=[CH:17][N:16]([CH2:19][O:20][CH2:21][CH2:22][Si:23]([CH3:26])([CH3:25])[CH3:24])[C:13]=4[N:14]=[CH:15][C:10]3=[N:9][N:8]=2)[CH2:5][C@@H:4]([CH:27]=[CH:28][C:29]#[N:30])[CH2:3]1.C(#N)C=C. The catalyst is [OH-].[OH-].[Pd+2]. The product is [CH3:1][C@H:2]1[C@@H:6]([C:7]2[N:11]3[C:12]4[CH:18]=[CH:17][N:16]([CH2:19][O:20][CH2:21][CH2:22][Si:23]([CH3:25])([CH3:24])[CH3:26])[C:13]=4[N:14]=[CH:15][C:10]3=[N:9][N:8]=2)[CH2:5][C@@H:4]([CH2:27][CH2:28][C:29]#[N:30])[CH2:3]1. The yield is 0.670.